Predict the product of the given reaction. From a dataset of Forward reaction prediction with 1.9M reactions from USPTO patents (1976-2016). Given the reactants [C:1]([OH:5])(=O)CC.C1(P(N=[N+]=[N-])(C2C=CC=CC=2)=O)C=CC=CC=1.[CH2:23]([N:25](CC)CC)C.[NH2:30][C:31]1[S:32][CH:33]=[C:34]([CH3:41])[C:35]=1[C:36]([O:38][CH2:39][CH3:40])=[O:37], predict the reaction product. The product is: [CH3:41][C:34]1[C:35]([C:36]([O:38][CH2:39][CH3:40])=[O:37])=[C:31]([NH:30][C:1]([NH:25][CH3:23])=[O:5])[S:32][CH:33]=1.